This data is from NCI-60 drug combinations with 297,098 pairs across 59 cell lines. The task is: Regression. Given two drug SMILES strings and cell line genomic features, predict the synergy score measuring deviation from expected non-interaction effect. (1) Drug 1: CC1=C(C(CCC1)(C)C)C=CC(=CC=CC(=CC(=O)O)C)C. Drug 2: C1=NNC2=C1C(=O)NC=N2. Cell line: A498. Synergy scores: CSS=-8.11, Synergy_ZIP=8.06, Synergy_Bliss=0.0385, Synergy_Loewe=-6.82, Synergy_HSA=-6.68. (2) Cell line: OVCAR-8. Drug 2: CC(C)CN1C=NC2=C1C3=CC=CC=C3N=C2N. Synergy scores: CSS=37.2, Synergy_ZIP=-0.322, Synergy_Bliss=-1.15, Synergy_Loewe=-0.332, Synergy_HSA=-1.16. Drug 1: CC1C(C(CC(O1)OC2CC(OC(C2O)C)OC3=CC4=CC5=C(C(=O)C(C(C5)C(C(=O)C(C(C)O)O)OC)OC6CC(C(C(O6)C)O)OC7CC(C(C(O7)C)O)OC8CC(C(C(O8)C)O)(C)O)C(=C4C(=C3C)O)O)O)O. (3) Drug 1: CCN(CC)CCCC(C)NC1=C2C=C(C=CC2=NC3=C1C=CC(=C3)Cl)OC. Drug 2: C1CN(CCN1C(=O)CCBr)C(=O)CCBr. Cell line: IGROV1. Synergy scores: CSS=25.3, Synergy_ZIP=-5.75, Synergy_Bliss=-0.217, Synergy_Loewe=2.26, Synergy_HSA=3.41. (4) Drug 1: CC(C)NC(=O)C1=CC=C(C=C1)CNNC.Cl. Cell line: A549. Drug 2: C1C(C(OC1N2C=NC3=C2NC=NCC3O)CO)O. Synergy scores: CSS=-0.580, Synergy_ZIP=0.497, Synergy_Bliss=1.74, Synergy_Loewe=-0.309, Synergy_HSA=0.757. (5) Drug 1: C1CC(C1)(C(=O)O)C(=O)O.[NH2-].[NH2-].[Pt+2]. Drug 2: C(CC(=O)O)C(=O)CN.Cl. Cell line: HOP-62. Synergy scores: CSS=0.0360, Synergy_ZIP=0.355, Synergy_Bliss=4.78, Synergy_Loewe=-4.93, Synergy_HSA=-5.34.